From a dataset of Forward reaction prediction with 1.9M reactions from USPTO patents (1976-2016). Predict the product of the given reaction. (1) Given the reactants [CH3:1][C:2]1([CH3:32])[C:11]2[CH:10]=[C:9]([Se:12][C:13]#[C:14][C:15]3[CH:24]=[CH:23][C:18]([C:19]([O:21]C)=[O:20])=[CH:17][CH:16]=3)[CH:8]=[CH:7][C:6]=2[C:5]([C:25]2[CH:30]=[CH:29][C:28]([CH3:31])=[CH:27][CH:26]=2)=[CH:4][CH2:3]1.C(O)C.O.[OH-].[Li+].Cl, predict the reaction product. The product is: [CH3:1][C:2]1([CH3:32])[C:11]2[CH:10]=[C:9]([Se:12][C:13]#[C:14][C:15]3[CH:24]=[CH:23][C:18]([C:19]([OH:21])=[O:20])=[CH:17][CH:16]=3)[CH:8]=[CH:7][C:6]=2[C:5]([C:25]2[CH:26]=[CH:27][C:28]([CH3:31])=[CH:29][CH:30]=2)=[CH:4][CH2:3]1. (2) The product is: [C:29]1([CH:7]([C:1]2[CH:2]=[CH:3][CH:4]=[CH:5][CH:6]=2)[N:8]2[C:16]3[C:11](=[CH:12][C:13]([CH3:17])=[CH:14][CH:15]=3)[C:10]([C:18]3[C:26]([OH:27])=[CH:25][C:21]4[O:22][CH2:23][O:24][C:20]=4[CH:19]=3)([CH2:35][OH:36])[C:9]2=[O:28])[CH:30]=[CH:31][CH:32]=[CH:33][CH:34]=1. Given the reactants [C:1]1([CH:7]([C:29]2[CH:34]=[CH:33][CH:32]=[CH:31][CH:30]=2)[N:8]2[C:16]3[C:11](=[CH:12][C:13]([CH3:17])=[CH:14][CH:15]=3)[CH:10]([C:18]3[C:26]([OH:27])=[CH:25][C:21]4[O:22][CH2:23][O:24][C:20]=4[CH:19]=3)[C:9]2=[O:28])[CH:6]=[CH:5][CH:4]=[CH:3][CH:2]=1.[CH2:35]=[O:36].C(NC(C)C)(C)C, predict the reaction product. (3) Given the reactants [C:1]([O:5][C:6]([N:8]([CH2:30][CH2:31][C:32]1[CH:37]=[CH:36][CH:35]=[CH:34][CH:33]=1)[CH2:9][CH2:10][CH2:11][S:12][C:13]1[N:17]([CH2:18][C:19]([O:21]C(C)(C)C)=[O:20])[C:16]2[CH:26]=[CH:27][CH:28]=[CH:29][C:15]=2[N:14]=1)=[O:7])([CH3:4])([CH3:3])[CH3:2].[OH-].[Na+].C1COCC1.Cl, predict the reaction product. The product is: [C:1]([O:5][C:6]([N:8]([CH2:30][CH2:31][C:32]1[CH:37]=[CH:36][CH:35]=[CH:34][CH:33]=1)[CH2:9][CH2:10][CH2:11][S:12][C:13]1[N:17]([CH2:18][C:19]([OH:21])=[O:20])[C:16]2[CH:26]=[CH:27][CH:28]=[CH:29][C:15]=2[N:14]=1)=[O:7])([CH3:4])([CH3:2])[CH3:3]. (4) Given the reactants [F:1][C:2]1[CH:10]=[C:9]2[C:5]([CH2:6][CH2:7][NH:8]2)=[CH:4][CH:3]=1.O=[CH:12][C:13]1[CH:21]=[CH:20][C:17]([O:18][CH3:19])=[C:15]([OH:16])[CH:14]=1.C(O[BH-](OC(=O)C)OC(=O)C)(=O)C.[Na+], predict the reaction product. The product is: [F:1][C:2]1[CH:10]=[C:9]2[C:5]([CH2:6][CH2:7][N:8]2[CH2:12][C:13]2[CH:21]=[CH:20][C:17]([O:18][CH3:19])=[C:15]([OH:16])[CH:14]=2)=[CH:4][CH:3]=1. (5) Given the reactants [CH3:1][C:2]1[CH:7]=[C:6]([C:8]([O:10][CH3:11])=[O:9])[CH:5]=[CH:4][N:3]=1.[CH3:12][OH:13], predict the reaction product. The product is: [OH:13][CH2:12][C:4]1[CH:5]=[C:6]([C:8]([O:10][CH3:11])=[O:9])[CH:7]=[C:2]([CH3:1])[N:3]=1. (6) Given the reactants [CH2:1]([O:8][C:9]1[CH:14]=[CH:13][C:12]([C@@H:15]2[C@@H:18]([CH2:19][CH2:20][C:21]([O:23]C)=O)[C:17](=[O:25])[N:16]2[C:26]2[CH:31]=[CH:30][C:29]([F:32])=[CH:28][CH:27]=2)=[CH:11][CH:10]=1)[C:2]1[CH:7]=[CH:6][CH:5]=[CH:4][CH:3]=1.Cl.CNOC.C([Mg]Cl)(C)C.[F:43][C:44]1[CH:49]=[CH:48][C:47]([Mg]Br)=[CH:46][CH:45]=1.[NH4+].[Cl-], predict the reaction product. The product is: [CH2:1]([O:8][C:9]1[CH:14]=[CH:13][C:12]([C@H:15]2[N:16]([C:26]3[CH:31]=[CH:30][C:29]([F:32])=[CH:28][CH:27]=3)[C:17](=[O:25])[C@@H:18]2[CH2:19][CH2:20][C:21]([C:47]2[CH:48]=[CH:49][C:44]([F:43])=[CH:45][CH:46]=2)=[O:23])=[CH:11][CH:10]=1)[C:2]1[CH:7]=[CH:6][CH:5]=[CH:4][CH:3]=1. (7) Given the reactants C1([CH2:4][O:5][C:6]2[C:11]([C:12]3[N:16]([CH2:17][C:18]4[CH:23]=[CH:22][C:21](CCC(O)=O)=[CH:20][CH:19]=4)[C:15]4[CH:29]=[C:30]([F:34])[C:31]([F:33])=[CH:32][C:14]=4[N:13]=3)=[CH:10]C=CN=2)CC1.F[C:36]1[C:52](F)=CC2NC(C3C=CC=CC=3OC)=NC=2[CH:37]=1.BrCC1CCCCC1, predict the reaction product. The product is: [CH:18]1([CH2:17][N:16]2[C:15]3[CH:29]=[C:30]([F:34])[C:31]([F:33])=[CH:32][C:14]=3[N:13]=[C:12]2[C:11]2[CH:10]=[CH:52][CH:36]=[CH:37][C:6]=2[O:5][CH3:4])[CH2:19][CH2:20][CH2:21][CH2:22][CH2:23]1. (8) Given the reactants F[C:2]1C=[CH:4][C:5]([N:8]2[C:16]3[CH:15]=[CH:14][N:13]=[CH:12][C:11]=3[N:10]=[CH:9]2)=[N:6][CH:7]=1.BrC1C=CC(F)=C[N:19]=1, predict the reaction product. The product is: [N:6]1[CH:7]=[CH:2][N:19]=[CH:4][C:5]=1[N:8]1[C:16]2[CH:15]=[CH:14][N:13]=[CH:12][C:11]=2[N:10]=[CH:9]1.